From a dataset of Full USPTO retrosynthesis dataset with 1.9M reactions from patents (1976-2016). Predict the reactants needed to synthesize the given product. (1) The reactants are: [CH3:1][C:2]1[N:3]=[N:4][NH:5][N:6]=1.[Br:7][C:8]1[CH:15]=[CH:14][C:11]([C:12]#[N:13])=[CH:10][C:9]=1[CH2:16]Br.C(=O)([O-])[O-].[K+].[K+]. Given the product [Br:7][C:8]1[CH:15]=[CH:14][C:11]([C:12]#[N:13])=[CH:10][C:9]=1[CH2:16][N:4]1[N:5]=[N:6][C:2]([CH3:1])=[N:3]1, predict the reactants needed to synthesize it. (2) Given the product [Cl:16][C:15]1[CH:14]=[CH:13][CH:12]=[C:8]2[C:7]=1[NH:6][C:4]([CH:1]1[CH2:2][CH2:3]1)=[N:11][C:9]2=[O:10], predict the reactants needed to synthesize it. The reactants are: [CH:1]1([CH:4]=O)[CH2:3][CH2:2]1.[NH2:6][C:7]1[C:15]([Cl:16])=[CH:14][CH:13]=[CH:12][C:8]=1[C:9]([NH2:11])=[O:10]. (3) Given the product [Cl:15][C:16]1[CH:21]=[C:20]([Cl:22])[CH:19]=[C:18]([Cl:23])[C:17]=1[S:24]([NH:14][C:11]1[S:12][CH:13]=[C:9]([C:6]2[CH:5]=[CH:4][C:3]([O:2][CH3:1])=[CH:8][CH:7]=2)[N:10]=1)(=[O:26])=[O:25], predict the reactants needed to synthesize it. The reactants are: [CH3:1][O:2][C:3]1[CH:8]=[CH:7][C:6]([C:9]2[N:10]=[C:11]([NH2:14])[S:12][CH:13]=2)=[CH:5][CH:4]=1.[Cl:15][C:16]1[CH:21]=[C:20]([Cl:22])[CH:19]=[C:18]([Cl:23])[C:17]=1[S:24](Cl)(=[O:26])=[O:25]. (4) Given the product [C:10]([O:9][C:7]([N:1]1[CH2:6][CH2:5][N:4]([CH2:19][C:18]2[CH:25]=[CH:26][C:15]([F:14])=[C:16]([N+:27]([O-:29])=[O:28])[CH:17]=2)[CH2:3][CH2:2]1)=[O:8])([CH3:13])([CH3:12])[CH3:11], predict the reactants needed to synthesize it. The reactants are: [N:1]1([C:7]([O:9][C:10]([CH3:13])([CH3:12])[CH3:11])=[O:8])[CH2:6][CH2:5][NH:4][CH2:3][CH2:2]1.[F:14][C:15]1[CH:26]=[CH:25][C:18]([CH2:19]OS(C)(=O)=O)=[CH:17][C:16]=1[N+:27]([O-:29])=[O:28].